This data is from Forward reaction prediction with 1.9M reactions from USPTO patents (1976-2016). The task is: Predict the product of the given reaction. Given the reactants N12CCCN=C1CCCCC2.[N+:12]([C:15]1[CH:16]=[C:17]([CH2:21][C:22]([O:24][CH2:25][CH:26]=[CH2:27])=[O:23])[CH:18]=[CH:19][CH:20]=1)([O-:14])=[O:13].C(NC1C=CC(S([N:41]=[N+:42]=[N-])(=O)=O)=CC=1)(=O)C, predict the reaction product. The product is: [N+:41](=[C:21]([C:17]1[CH:18]=[CH:19][CH:20]=[C:15]([N+:12]([O-:14])=[O:13])[CH:16]=1)[C:22]([O:24][CH2:25][CH:26]=[CH2:27])=[O:23])=[N-:42].